Dataset: Full USPTO retrosynthesis dataset with 1.9M reactions from patents (1976-2016). Task: Predict the reactants needed to synthesize the given product. (1) Given the product [Cl:28][C:25]1[CH:26]=[CH:27][C:22]([C@H:15]2[C@H:16]([OH:21])[C@@H:17]([OH:20])[C@H:18]([OH:19])[C@@H:13]([CH2:12][F:40])[O:14]2)=[CH:23][C:24]=1[CH2:29][C:30]1[S:31][C:32]([C:35]2[O:36][CH:37]=[CH:38][CH:39]=2)=[CH:33][N:34]=1, predict the reactants needed to synthesize it. The reactants are: CC1C=CC(S(O[CH2:12][C@@H:13]2[C@@H:18]([OH:19])[C@H:17]([OH:20])[C@@H:16]([OH:21])[C@H:15]([C:22]3[CH:27]=[CH:26][C:25]([Cl:28])=[C:24]([CH2:29][C:30]4[S:31][C:32]([C:35]5[O:36][CH:37]=[CH:38][CH:39]=5)=[CH:33][N:34]=4)[CH:23]=3)[O:14]2)(=O)=O)=CC=1.[F-:40].[K+].O. (2) Given the product [CH2:38]([O:37][C:35]([N:14]1[C:15]2[C:20](=[CH:19][C:18]([C:21]([F:24])([F:22])[F:23])=[CH:17][CH:16]=2)[C@H:11]([NH:10][C:9]([O:8][CH2:1][C:2]2[CH:3]=[CH:4][CH:5]=[CH:6][CH:7]=2)=[O:27])[CH2:12][C@@H:13]1[CH2:25][CH3:26])=[O:36])[CH3:39], predict the reactants needed to synthesize it. The reactants are: [CH2:1]([O:8][C:9](=[O:27])[NH:10][C@H:11]1[C:20]2[C:15](=[CH:16][CH:17]=[C:18]([C:21]([F:24])([F:23])[F:22])[CH:19]=2)[NH:14][C@@H:13]([CH2:25][CH3:26])[CH2:12]1)[C:2]1[CH:7]=[CH:6][CH:5]=[CH:4][CH:3]=1.N1C=CC=CC=1.Cl[C:35]([O:37][CH2:38][CH3:39])=[O:36].[OH-].[Na+]. (3) Given the product [CH2:1]([O:5][C:6]1[N:14]=[C:13]2[C:9]([N:10]=[C:11]([OH:23])[N:12]2[CH2:15][C:16]2[CH:17]=[N:18][C:19]([N:34]3[CH2:35][CH2:36][CH:31]([C:29]([O:28][CH2:26][CH3:27])=[O:30])[CH2:32][CH2:33]3)=[CH:20][CH:21]=2)=[C:8]([NH2:25])[N:7]=1)[CH2:2][CH2:3][CH3:4], predict the reactants needed to synthesize it. The reactants are: [CH2:1]([O:5][C:6]1[N:14]=[C:13]2[C:9]([N:10]=[C:11]([O:23]C)[N:12]2[CH2:15][C:16]2[CH:17]=[N:18][C:19](Cl)=[CH:20][CH:21]=2)=[C:8]([NH2:25])[N:7]=1)[CH2:2][CH2:3][CH3:4].[CH2:26]([O:28][C:29]([CH:31]1[CH2:36][CH2:35][NH:34][CH2:33][CH2:32]1)=[O:30])[CH3:27]. (4) Given the product [Cl:1][C:2]1[CH:8]=[C:7]([Cl:9])[CH:6]=[CH:5][C:3]=1[NH:4][C:13]1[C:22]2[C:17](=[CH:18][C:19]3[CH:26]=[CH:25][C:24]([O:27][CH3:28])=[CH:23][C:20]=3[CH:21]=2)[N:16]=[CH:15][C:14]=1[C:29]#[N:30], predict the reactants needed to synthesize it. The reactants are: [Cl:1][C:2]1[CH:8]=[C:7]([Cl:9])[CH:6]=[CH:5][C:3]=1[NH2:4].[H-].[Na+].Cl[C:13]1[C:22]2[C:17](=[CH:18][C:19]3[CH:26]=[CH:25][C:24]([O:27][CH3:28])=[CH:23][C:20]=3[CH:21]=2)[N:16]=[CH:15][C:14]=1[C:29]#[N:30].